The task is: Predict the product of the given reaction.. This data is from Forward reaction prediction with 1.9M reactions from USPTO patents (1976-2016). Given the reactants Cl[C:2]1[CH:11]=[CH:10][C:9]2[C:8]3[C:12]4[NH:19][CH2:18][C@@H:17]([CH3:20])[NH:16][C:15](=[O:21])[C:13]=4[S:14][C:7]=3[CH:6]=[CH:5][C:4]=2[N:3]=1.[F:22][C:23]1[CH:24]=[CH:25][C:26]([N+:30]([O-:32])=[O:31])=[C:27]([CH:29]=1)[NH2:28].C(=O)([O-])[O-].[Cs+].[Cs+].CC1(C)C2C(=C(P(C3C=CC=CC=3)C3C=CC=CC=3)C=CC=2)OC2C(P(C3C=CC=CC=3)C3C=CC=CC=3)=CC=CC1=2, predict the reaction product. The product is: [F:22][C:23]1[CH:24]=[CH:25][C:26]([N+:30]([O-:32])=[O:31])=[C:27]([NH:28][C:2]2[CH:11]=[CH:10][C:9]3[C:8]4[C:12]5[NH:19][CH2:18][C@@H:17]([CH3:20])[NH:16][C:15](=[O:21])[C:13]=5[S:14][C:7]=4[CH:6]=[CH:5][C:4]=3[N:3]=2)[CH:29]=1.